Dataset: Full USPTO retrosynthesis dataset with 1.9M reactions from patents (1976-2016). Task: Predict the reactants needed to synthesize the given product. (1) Given the product [N:17]1[C:18]2[C:23](=[CH:22][CH:21]=[CH:20][CH:19]=2)[CH:24]=[C:15]([NH:14][C:11]([C:1]23[CH2:10][CH:5]4[CH2:6][CH:7]([CH2:9][CH:3]([CH2:4]4)[CH2:2]2)[CH2:8]3)=[O:12])[CH:16]=1, predict the reactants needed to synthesize it. The reactants are: [C:1]12([C:11](Cl)=[O:12])[CH2:10][CH:5]3[CH2:6][CH:7]([CH2:9][CH:3]([CH2:4]3)[CH2:2]1)[CH2:8]2.[NH2:14][C:15]1[CH:16]=[N:17][C:18]2[C:23]([CH:24]=1)=[CH:22][CH:21]=[CH:20][CH:19]=2.N1C=CC=CC=1. (2) The reactants are: [C:1]12([C:11]3[CH:12]=[C:13]([C:19]4[CH:20]=[C:21]5[C:26](=[CH:27][CH:28]=4)[CH:25]=[C:24]([C:29](O)=[O:30])[CH:23]=[CH:22]5)[CH:14]=[CH:15][C:16]=3[O:17][CH3:18])[CH2:10][CH:5]3[CH2:6][CH:7]([CH2:9][CH:3]([CH2:4]3)[CH2:2]1)[CH2:8]2.S(Cl)(Cl)=O.[CH2:36]([NH2:39])[CH2:37][NH2:38].Cl. Given the product [NH2:38][CH2:37][CH2:36][NH:39][C:29]([C:24]1[CH:23]=[CH:22][C:21]2[C:26](=[CH:27][CH:28]=[C:19]([C:13]3[CH:14]=[CH:15][C:16]([O:17][CH3:18])=[C:11]([C:1]45[CH2:10][CH:5]6[CH2:4][CH:3]([CH2:9][CH:7]([CH2:6]6)[CH2:8]4)[CH2:2]5)[CH:12]=3)[CH:20]=2)[CH:25]=1)=[O:30], predict the reactants needed to synthesize it. (3) Given the product [CH:1]1([NH:4][C:5](=[O:25])[C:6]2[CH:11]=[CH:10][C:9]([CH3:12])=[C:8]([N:13]3[C:22](=[O:23])[C:21]4[C:16](=[CH:17][CH:18]=[C:19]([O:24][CH2:30][CH2:29][N:28]([CH3:32])[CH3:27])[CH:20]=4)[N:15]=[CH:14]3)[CH:7]=2)[CH2:3][CH2:2]1, predict the reactants needed to synthesize it. The reactants are: [CH:1]1([NH:4][C:5](=[O:25])[C:6]2[CH:11]=[CH:10][C:9]([CH3:12])=[C:8]([N:13]3[C:22](=[O:23])[C:21]4[C:16](=[CH:17][CH:18]=[C:19]([OH:24])[CH:20]=4)[N:15]=[CH:14]3)[CH:7]=2)[CH2:3][CH2:2]1.Cl.[CH3:27][N:28]([CH3:32])[CH2:29][CH2:30]Cl.C(=O)([O-])[O-].[K+].[K+].[I-].[Na+]. (4) Given the product [OH:7][C:8]1[CH:9]=[CH:10][C:11]([CH:12]=[C:13]2[CH2:18][CH2:17][CH2:16][C:15](=[CH:19][C:20]3[CH:21]=[CH:22][C:23]([OH:26])=[CH:24][CH:25]=3)[C:14]2=[O:33])=[CH:34][CH:35]=1, predict the reactants needed to synthesize it. The reactants are: O1CCCCC1[O:7][C:8]1[CH:35]=[CH:34][C:11]([CH:12]=[C:13]2[CH2:18][CH2:17][CH2:16][C:15](=[CH:19][C:20]3[CH:25]=[CH:24][C:23]([O:26]C4CCCCO4)=[CH:22][CH:21]=3)[C:14]2=[O:33])=[CH:10][CH:9]=1.C1(C)C=CC(S([O-])(=O)=O)=CC=1.[NH+]1C=CC=CC=1.CO.